From a dataset of Full USPTO retrosynthesis dataset with 1.9M reactions from patents (1976-2016). Predict the reactants needed to synthesize the given product. (1) Given the product [CH3:2][C:3]1[C:4]([CH2:15][S:16]([C:17]2[NH:18][C:19]3[CH:25]=[CH:24][CH:23]=[CH:22][C:20]=3[N:21]=2)=[O:27])=[N:5][CH:6]=[CH:7][C:8]=1[O:9][CH2:10][C:11]([F:13])([F:12])[F:14], predict the reactants needed to synthesize it. The reactants are: O.[CH3:2][C:3]1[C:4]([CH2:15][S:16][C:17]2[NH:21][C:20]3[CH:22]=[CH:23][CH:24]=[CH:25][C:19]=3[N:18]=2)=[N:5][CH:6]=[CH:7][C:8]=1[O:9][CH2:10][C:11]([F:14])([F:13])[F:12].C(N)(N)=[O:27].OO.C(N(CC)CC)C.O.O.O.O.O.S([O-])([O-])(=O)=S.[Na+].[Na+]. (2) Given the product [ClH:35].[F:3][C:4]1[CH:9]=[CH:8][C:7]([F:10])=[CH:6][C:5]=1[C@H:11]1[CH2:15][CH2:14][CH2:13][N:12]1[C:16]1[CH:21]=[CH:20][N:19]2[N:22]=[CH:23][C:24]([NH:25][C:26](=[O:34])[C:27]3[C:32]([CH3:33])=[CH:31][CH:30]=[CH:29][N:28]=3)=[C:18]2[N:17]=1, predict the reactants needed to synthesize it. The reactants are: CO.[F:3][C:4]1[CH:9]=[CH:8][C:7]([F:10])=[CH:6][C:5]=1[C@H:11]1[CH2:15][CH2:14][CH2:13][N:12]1[C:16]1[CH:21]=[CH:20][N:19]2[N:22]=[CH:23][C:24]([NH:25][C:26](=[O:34])[C:27]3[C:32]([CH3:33])=[CH:31][CH:30]=[CH:29][N:28]=3)=[C:18]2[N:17]=1.[ClH:35]. (3) The reactants are: [O:1]=[C:2]1[CH2:5][C:4]([CH2:32][C:33]([O:35][CH2:36][CH3:37])=[O:34])([C:6]2[CH:11]=[CH:10][C:9]([O:12][CH2:13][C:14]3[CH:31]=[CH:30][C:17]4[S:18][CH:19]=[C:20](B5OC(C)(C)C(C)(C)O5)[C:16]=4[CH:15]=3)=[CH:8][CH:7]=2)[CH2:3]1.Br[C:39]1[CH:44]=[CH:43][C:42]([N:45]2[CH2:53][C:47]3([S:50](=[O:52])(=[O:51])[CH2:49][CH2:48]3)[CH2:46]2)=[CH:41][C:40]=1[CH3:54].C(Cl)Cl. Given the product [O:52]=[S:50]1(=[O:51])[C:47]2([CH2:46][N:45]([C:42]3[CH:43]=[CH:44][C:39]([C:20]4[C:30]5[CH:31]=[C:14]([CH2:13][O:12][C:9]6[CH:8]=[CH:7][C:6]([C:4]7([CH2:32][C:33]([O:35][CH2:36][CH3:37])=[O:34])[CH2:3][C:2](=[O:1])[CH2:5]7)=[CH:11][CH:10]=6)[CH:15]=[CH:16][C:17]=5[S:18][CH:19]=4)=[C:40]([CH3:54])[CH:41]=3)[CH2:53]2)[CH2:48][CH2:49]1, predict the reactants needed to synthesize it. (4) Given the product [CH:9]1([C@H:13]([NH:15][C:16]2[N:24]=[C:23]([C:25](=[N:2][OH:3])[NH2:26])[N:22]=[C:21]3[C:17]=2[N:18]([CH2:35][C@H:36]2[CH2:41][CH2:40][C@H:39]([CH3:42])[CH2:38][CH2:37]2)[C:19]([C:27]([C:29]2[CH:34]=[CH:33][CH:32]=[CH:31][CH:30]=2)=[CH2:28])=[N:20]3)[CH3:14])[CH2:10][CH2:11][CH2:12]1, predict the reactants needed to synthesize it. The reactants are: Cl.[NH2:2][OH:3].C(=O)(O)[O-].[Na+].[CH:9]1([C@H:13]([NH:15][C:16]2[N:24]=[C:23]([C:25]#[N:26])[N:22]=[C:21]3[C:17]=2[N:18]([CH2:35][C@H:36]2[CH2:41][CH2:40][C@H:39]([CH3:42])[CH2:38][CH2:37]2)[C:19]([C:27]([C:29]2[CH:34]=[CH:33][CH:32]=[CH:31][CH:30]=2)=[CH2:28])=[N:20]3)[CH3:14])[CH2:12][CH2:11][CH2:10]1.